Dataset: Retrosynthesis with 50K atom-mapped reactions and 10 reaction types from USPTO. Task: Predict the reactants needed to synthesize the given product. Given the product O=Cc1cc(-c2cccnc2F)ccc1F, predict the reactants needed to synthesize it. The reactants are: OCc1cc(-c2cccnc2F)ccc1F.